From a dataset of Reaction yield outcomes from USPTO patents with 853,638 reactions. Predict the reaction yield, written as a fraction of the theoretical maximum amount of product (1.0 means a 100% yield; for example, 0.34 means a 34% yield). (1) The reactants are [NH2:1][C:2]1[CH:3]=[C:4]([CH2:8][CH2:9]O)[CH:5]=[CH:6][CH:7]=1.[BrH:11]. No catalyst specified. The product is [Br:11][CH2:9][CH2:8][C:4]1[CH:3]=[C:2]([NH2:1])[CH:7]=[CH:6][CH:5]=1. The yield is 0.610. (2) The reactants are [CH2:1]([N:3]1[CH2:7][CH2:6][CH2:5][CH:4]1[CH2:8][O:9][C:10]1[CH:11]=[C:12]2[C:17](=[CH:18][CH:19]=1)[CH:16]=[C:15]([C:20]1[C:28]3[C:23](=[CH:24][CH:25]=[C:26]([C:29]#[N:30])[CH:27]=3)[N:22](C3CCCCO3)[N:21]=1)[CH:14]=[CH:13]2)[CH3:2].[OH-].[K+].F[P-](F)(F)(F)(F)F.N1([O:55]C(N(C)C)=[N+](C)C)C2C=CC=CC=2N=N1.O.ON1C2C=CC=CC=2N=N1.C(N(CC)CC)C.[CH2:81](N)[CH:82]([CH3:84])[CH3:83]. The catalyst is C(O)C.O. The product is [CH2:81]([NH:30][C:29]([C:26]1[CH:27]=[C:28]2[C:23](=[CH:24][CH:25]=1)[NH:22][N:21]=[C:20]2[C:15]1[CH:14]=[CH:13][C:12]2[C:17](=[CH:18][CH:19]=[C:10]([O:9][CH2:8][CH:4]3[CH2:5][CH2:6][CH2:7][N:3]3[CH2:1][CH3:2])[CH:11]=2)[CH:16]=1)=[O:55])[CH:82]([CH3:84])[CH3:83]. The yield is 0.690.